From a dataset of NCI-60 drug combinations with 297,098 pairs across 59 cell lines. Regression. Given two drug SMILES strings and cell line genomic features, predict the synergy score measuring deviation from expected non-interaction effect. Drug 1: CC1=C(C(CCC1)(C)C)C=CC(=CC=CC(=CC(=O)O)C)C. Drug 2: CC1CCC2CC(C(=CC=CC=CC(CC(C(=O)C(C(C(=CC(C(=O)CC(OC(=O)C3CCCCN3C(=O)C(=O)C1(O2)O)C(C)CC4CCC(C(C4)OC)O)C)C)O)OC)C)C)C)OC. Cell line: NCI-H460. Synergy scores: CSS=6.85, Synergy_ZIP=1.59, Synergy_Bliss=4.29, Synergy_Loewe=0.951, Synergy_HSA=1.06.